Dataset: Catalyst prediction with 721,799 reactions and 888 catalyst types from USPTO. Task: Predict which catalyst facilitates the given reaction. (1) Reactant: [CH:1]1([CH2:7][C@H:8]([N:12]2[CH2:16][C:15]([O:17][C:18]3[CH:19]=[C:20]([CH3:24])[CH:21]=[CH:22][CH:23]=3)=[CH:14][C:13]2=[O:25])[C:9]([OH:11])=O)[CH2:6][CH2:5][CH2:4][CH2:3][CH2:2]1.Cl.[CH3:27]N(C)CCCN=C=NCC.C(N(CC)C(C)C)(C)C.ON1C2C=CC=CC=2N=N1.Cl.[OH:58][C@@H:59]([CH2:89]O)[CH2:60][N:61]1[CH:65]=[CH:64][C:63]([NH:66]C(=O)[C@@H](N2CC(OC3C=CC=C(Cl)C=3Cl)=CC2=O)CC(C)C)=[N:62]1. Product: [CH:1]1([CH2:7][C@H:8]([N:12]2[CH2:16][C:15]([O:17][C:18]3[CH:19]=[C:20]([CH3:24])[CH:21]=[CH:22][CH:23]=3)=[CH:14][C:13]2=[O:25])[C:9]([NH:66][C:63]2[CH:64]=[CH:65][N:61]([CH2:60][C:59]([OH:58])([CH3:89])[CH3:27])[N:62]=2)=[O:11])[CH2:6][CH2:5][CH2:4][CH2:3][CH2:2]1. The catalyst class is: 96. (2) Reactant: [CH2:1]([O:8][C:9]([N:11]1[CH2:15][C@@H:14]([CH3:16])[C@@H:13]([C:17]([OH:19])=O)[CH2:12]1)=[O:10])[C:2]1[CH:7]=[CH:6][CH:5]=[CH:4][CH:3]=1.CN(C=O)C.C(Cl)(=O)C([Cl:28])=O. Product: [Cl:28][C:17]([C@@H:13]1[C@H:14]([CH3:16])[CH2:15][N:11]([C:9]([O:8][CH2:1][C:2]2[CH:7]=[CH:6][CH:5]=[CH:4][CH:3]=2)=[O:10])[CH2:12]1)=[O:19]. The catalyst class is: 2. (3) Reactant: [CH3:1][O:2][C:3]([C:5]1[N:6]([C:29]2[CH:34]=[CH:33][CH:32]=[CH:31][CH:30]=2)[C:7]2[C:12]([C:13](=[O:27])[C:14]=1[CH2:15][N:16]1[CH:21]=[CH:20][C:19]([C:22]([O:24]C)=[O:23])=[CH:18][C:17]1=[O:26])=[CH:11][CH:10]=[C:9]([Cl:28])[CH:8]=2)=[O:4].[OH-].[Na+].Cl. Product: [CH3:1][O:2][C:3]([C:5]1[N:6]([C:29]2[CH:30]=[CH:31][CH:32]=[CH:33][CH:34]=2)[C:7]2[C:12]([C:13](=[O:27])[C:14]=1[CH2:15][N:16]1[CH:21]=[CH:20][C:19]([C:22]([OH:24])=[O:23])=[CH:18][C:17]1=[O:26])=[CH:11][CH:10]=[C:9]([Cl:28])[CH:8]=2)=[O:4]. The catalyst class is: 7. (4) Reactant: [Br:1][C:2]1[C:8]([C:9]([F:12])([F:11])[F:10])=[CH:7][C:5]([NH2:6])=[C:4]([O:13][CH2:14][CH2:15]Cl)[CH:3]=1.[I-].[K+].C(=O)([O-])[O-].[K+].[K+].O. Product: [Br:1][C:2]1[C:8]([C:9]([F:12])([F:11])[F:10])=[CH:7][C:5]2[NH:6][CH2:15][CH2:14][O:13][C:4]=2[CH:3]=1. The catalyst class is: 3. (5) Reactant: [N:1]1([C:7]2[N:16]=[CH:15][C:14]3[C:13](=O)[NH:12][CH:11]=[N:10][C:9]=3[CH:8]=2)[CH2:6][CH2:5][O:4][CH2:3][CH2:2]1.P(Cl)(Cl)([Cl:20])=O.CCN(C(C)C)C(C)C. Product: [Cl:20][C:13]1[C:14]2[CH:15]=[N:16][C:7]([N:1]3[CH2:6][CH2:5][O:4][CH2:3][CH2:2]3)=[CH:8][C:9]=2[N:10]=[CH:11][N:12]=1. The catalyst class is: 12. (6) Reactant: [O:1]=[C:2]1[C:8]2=[CH:9][C:10]3[CH:11]=[CH:12][C:13]([C:16]([OH:18])=O)=[CH:14][C:15]=3[N:7]2[CH2:6][CH2:5][CH2:4][NH:3]1.CN(C(ON1N=NC2C=CC=NC1=2)=[N+](C)C)C.F[P-](F)(F)(F)(F)F.[C:43]1([C:49]2[O:53][N:52]=[C:51]([NH2:54])[CH:50]=2)[CH:48]=[CH:47][CH:46]=[CH:45][CH:44]=1.CN1CCOCC1. Product: [O:1]=[C:2]1[C:8]2=[CH:9][C:10]3[CH:11]=[CH:12][C:13]([C:16]([NH:54][C:51]4[CH:50]=[C:49]([C:43]5[CH:48]=[CH:47][CH:46]=[CH:45][CH:44]=5)[O:53][N:52]=4)=[O:18])=[CH:14][C:15]=3[N:7]2[CH2:6][CH2:5][CH2:4][NH:3]1. The catalyst class is: 37. (7) The catalyst class is: 71. Product: [NH2:25][C:8]1[N:7]=[C:6]([O:5][CH2:1][CH2:2][CH2:3][CH3:4])[N:14]=[C:13]2[C:9]=1[NH:10][C:11](=[O:23])[N:12]2[CH2:15][CH2:16][CH:17]1[CH2:18][CH2:19][O:20][CH2:21][CH2:22]1. Reactant: [CH2:1]([O:5][C:6]1[N:14]=[C:13]2[C:9]([N:10]=[C:11]([O:23]C)[N:12]2[CH2:15][CH2:16][CH:17]2[CH2:22][CH2:21][O:20][CH2:19][CH2:18]2)=[C:8]([NH2:25])[N:7]=1)[CH2:2][CH2:3][CH3:4].Cl.O.[OH-].[Na+]. (8) Reactant: [CH3:1][C:2]1([N:8]2[CH2:13][CH2:12][CH:11]([N:14]3[C@@H:22]4[C@H:17]([CH2:18][CH2:19][CH2:20][CH2:21]4)[CH2:16][C:15]3=[O:23])[CH2:10][CH2:9]2)[CH2:7][CH2:6][NH:5][CH2:4][CH2:3]1.[CH:24]1([C:27](O)=[O:28])[CH2:26][CH2:25]1.C(N(C(C)C)CC)(C)C.CN(C(ON1N=NC2C=CC=NC1=2)=[N+](C)C)C.F[P-](F)(F)(F)(F)F. Product: [CH:24]1([C:27]([N:5]2[CH2:4][CH2:3][C:2]([N:8]3[CH2:13][CH2:12][CH:11]([N:14]4[C@@H:22]5[C@H:17]([CH2:18][CH2:19][CH2:20][CH2:21]5)[CH2:16][C:15]4=[O:23])[CH2:10][CH2:9]3)([CH3:1])[CH2:7][CH2:6]2)=[O:28])[CH2:26][CH2:25]1. The catalyst class is: 3. (9) Reactant: [CH3:1][O:2][C:3]1[CH:4]=[C:5]([N:9]2[CH:13]=[C:12]([CH:14]=[O:15])[C:11]([CH:16]([CH3:18])[CH3:17])=[N:10]2)[CH:6]=[CH:7][CH:8]=1.[CH:19]1([Mg]Br)[CH2:24][CH2:23][CH2:22][CH2:21][CH2:20]1. Product: [CH:19]1([CH:14]([C:12]2[C:11]([CH:16]([CH3:18])[CH3:17])=[N:10][N:9]([C:5]3[CH:6]=[CH:7][CH:8]=[C:3]([O:2][CH3:1])[CH:4]=3)[CH:13]=2)[OH:15])[CH2:24][CH2:23][CH2:22][CH2:21][CH2:20]1. The catalyst class is: 7. (10) Reactant: [Br:1][C:2]1[CH:12]=[CH:11][C:5]([C:6]([O:8][CH2:9][CH3:10])=[O:7])=[CH:4][C:3]=1[CH2:13]Br.[O-:15][CH2:16][CH3:17].[Na+].CN(C)C=O. Product: [CH2:9]([O:8][C:6](=[O:7])[C:5]1[CH:11]=[CH:12][C:2]([Br:1])=[C:3]([CH2:13][O:15][CH2:16][CH3:17])[CH:4]=1)[CH3:10]. The catalyst class is: 162.